This data is from Reaction yield outcomes from USPTO patents with 853,638 reactions. The task is: Predict the reaction yield, written as a fraction of the theoretical maximum amount of product (1.0 means a 100% yield; for example, 0.34 means a 34% yield). (1) The reactants are Cl[C:2]1[C:7]([N+:8]([O-:10])=[O:9])=[CH:6][CH:5]=[C:4]([Cl:11])[N:3]=1.C(=O)([O-])[O-].[Na+].[Na+].[NH2:18][CH:19]1[CH2:24][CH2:23][N:22]([C:25]([O:27][C:28]([CH3:31])([CH3:30])[CH3:29])=[O:26])[CH2:21][CH2:20]1. The catalyst is C(O)C. The product is [Cl:11][C:4]1[N:3]=[C:2]([NH:18][CH:19]2[CH2:20][CH2:21][N:22]([C:25]([O:27][C:28]([CH3:31])([CH3:30])[CH3:29])=[O:26])[CH2:23][CH2:24]2)[C:7]([N+:8]([O-:10])=[O:9])=[CH:6][CH:5]=1. The yield is 0.700. (2) The reactants are [N:1]1[CH:6]=[CH:5][CH:4]=[C:3]([C:7]2[O:11][C:10]([CH:12]=O)=[CH:9][CH:8]=2)[CH:2]=1.CN.Cl.[C:17]([BH3-])#[N:18].[Na+]. The catalyst is CO.O1CCOCC1. The product is [CH3:17][NH:18][CH2:12][C:10]1[O:11][C:7]([C:3]2[CH:2]=[N:1][CH:6]=[CH:5][CH:4]=2)=[CH:8][CH:9]=1. The yield is 0.840. (3) The reactants are [Cl:1][C:2]1[CH:7]=[CH:6][CH:5]=[CH:4][C:3]=1[CH2:8][N:9]1[CH:13]=[C:12]([C:14]2[CH:19]=[C:18]([C:20]3[N:21]=[N:22][NH:23][N:24]=3)[CH:17]=[CH:16][N:15]=2)[N:11]=[CH:10]1.[C:25]([O:31][CH2:32]CCl)(=[O:30])[C:26]([CH3:29])([CH3:28])[CH3:27].C(=O)([O-])[O-].[K+].[K+]. The catalyst is CN(C=O)C. The product is [C:25]([O:31][CH2:32][N:22]1[N:23]=[N:24][C:20]([C:18]2[CH:17]=[CH:16][N:15]=[C:14]([C:12]3[N:11]=[CH:10][N:9]([CH2:8][C:3]4[CH:4]=[CH:5][CH:6]=[CH:7][C:2]=4[Cl:1])[CH:13]=3)[CH:19]=2)=[N:21]1)(=[O:30])[C:26]([CH3:29])([CH3:28])[CH3:27]. The yield is 0.150. (4) The yield is 0.300. The catalyst is ClCCl. The reactants are C([O:3][CH2:4][CH2:5][S:6]([C:9]1[CH:14]=[CH:13][C:12]([CH:15]([C:23]2[NH:32][C:26]3=[N:27][CH:28]=[C:29]([F:31])[CH:30]=[C:25]3[CH:24]=2)[CH2:16][CH:17]2[CH2:22][CH2:21][O:20][CH2:19][CH2:18]2)=[CH:11][CH:10]=1)(=[O:8])=[O:7])C.B(Br)(Br)Br. The product is [F:31][C:29]1[CH:30]=[C:25]2[CH:24]=[C:23]([CH:15]([C:12]3[CH:13]=[CH:14][C:9]([S:6]([CH2:5][CH2:4][OH:3])(=[O:7])=[O:8])=[CH:10][CH:11]=3)[CH2:16][CH:17]3[CH2:18][CH2:19][O:20][CH2:21][CH2:22]3)[NH:32][C:26]2=[N:27][CH:28]=1. (5) The reactants are [CH3:1][C:2]1[CH:7]=[C:6]([C:8]2[CH:9]=[C:10](N)[CH:11]=[C:12]([N+:14]([O-:16])=[O:15])[CH:13]=2)[CH:5]=[CH:4][N:3]=1.B(Br)(Br)Br.C(Cl)Cl.C([O-])(O)=[O:26].[Na+]. The catalyst is CO. The product is [CH3:1][C:2]1[CH:7]=[C:6]([C:8]2[CH:9]=[C:10]([OH:26])[CH:11]=[C:12]([N+:14]([O-:16])=[O:15])[CH:13]=2)[CH:5]=[CH:4][N:3]=1. The yield is 0.680. (6) The reactants are [Cl:1][C:2]1[CH:7]=[C:6]([F:8])[CH:5]=[CH:4][C:3]=1[SH:9].F[C:11]1[CH:16]=[CH:15][CH:14]=[CH:13][C:12]=1[N+:17]([O-:19])=[O:18].[Cl:20][C:21]1[CH:26]=[C:25]([F:27])[CH:24]=[CH:23][C:22]=1[S:28][C:29]1[CH:35]=[CH:34][CH:33]=[CH:32][C:30]=1[NH2:31].[NH2:36][C:37]1SC=[CH:40][N:41]=1. No catalyst specified. The product is [Cl:1][C:2]1[CH:7]=[C:6]([F:8])[CH:5]=[CH:4][C:3]=1[S:9][C:11]1[CH:16]=[CH:15][CH:14]=[CH:13][C:12]=1[N+:17]([O-:19])=[O:18].[Cl:20][C:21]1[CH:26]=[C:25]([F:27])[CH:24]=[CH:23][C:22]=1[S:28][C:29]1[CH:35]=[CH:34][CH:33]=[CH:32][C:30]=1[NH:31][C:40]([NH:41][C:37]1[S:9][CH:3]=[CH:2][N:36]=1)=[O:18]. The yield is 0.800. (7) The reactants are C1(P(C2C=CC=CC=2)C2C=CC=CC=2)C=CC=CC=1.[O:20]1[CH2:25][CH2:24][N:23]([CH2:26][CH2:27][OH:28])[CH2:22][CH2:21]1.CCOC(/N=N/C(OCC)=O)=O.O1CCCCC1[N:47]1[C:55]2[C:50](=[CH:51][C:52]([C:56]3[N:60]=[CH:59][N:58](C(C4C=CC=CC=4)(C4C=CC=CC=4)C4C=CC=CC=4)[N:57]=3)=[CH:53][CH:54]=2)[C:49]([C:80]2[CH:81]=[C:82](O)[CH:83]=[CH:84][CH:85]=2)=[N:48]1.Cl. The catalyst is O1CCCC1. The product is [NH:57]1[C:56]([C:52]2[CH:51]=[C:50]3[C:55](=[CH:54][CH:53]=2)[NH:47][N:48]=[C:49]3[C:80]2[CH:81]=[CH:82][CH:83]=[C:84]([O:28][CH2:27][CH2:26][N:23]3[CH2:24][CH2:25][O:20][CH2:21][CH2:22]3)[CH:85]=2)=[N:60][CH:59]=[N:58]1. The yield is 0.300.